Dataset: Reaction yield outcomes from USPTO patents with 853,638 reactions. Task: Predict the reaction yield, written as a fraction of the theoretical maximum amount of product (1.0 means a 100% yield; for example, 0.34 means a 34% yield). (1) The reactants are Cl.Cl.[NH2:3][CH:4]1[C:22](=[O:23])[N:21]2[CH:17]([CH2:18][CH:19]([O:24][C:25]3[C:34]4[C:29](=[CH:30][CH:31]=[CH:32][CH:33]=4)[CH:28]=[CH:27][N:26]=3)[CH2:20]2)[C:16](=[O:35])[NH:15][C:14]2([C:36]([NH:38][S:39]([CH:42]3[CH2:44][CH2:43]3)(=[O:41])=[O:40])=[O:37])[CH:12]([CH2:13]2)[CH:11]=[CH:10][CH2:9][CH2:8][CH2:7][CH2:6][CH2:5]1.CCN(C(C)C)C(C)C.Cl[C:55]([O:57][CH3:58])=[O:56].CO.C(Cl)Cl. The catalyst is C(Cl)Cl.CCOC(C)=O. The product is [CH3:58][O:57][C:55](=[O:56])[NH:3][CH:4]1[C:22](=[O:23])[N:21]2[CH:17]([CH2:18][CH:19]([O:24][C:25]3[C:34]4[C:29](=[CH:30][CH:31]=[CH:32][CH:33]=4)[CH:28]=[CH:27][N:26]=3)[CH2:20]2)[C:16](=[O:35])[NH:15][C:14]2([C:36]([NH:38][S:39]([CH:42]3[CH2:43][CH2:44]3)(=[O:40])=[O:41])=[O:37])[CH:12]([CH2:13]2)[CH:11]=[CH:10][CH2:9][CH2:8][CH2:7][CH2:6][CH2:5]1. The yield is 0.820. (2) The reactants are [C:1]([O:5][C:6]([N:8]1[CH2:12][CH:11]([OH:13])[CH2:10][CH:9]1[C:14](=[O:26])[NH:15][C:16]1([C:21]([O:23][CH2:24][CH3:25])=[O:22])[CH2:18][CH:17]1[CH:19]=[CH2:20])=[O:7])([CH3:4])([CH3:3])[CH3:2].[N+:27]([C:30]1[CH:38]=[CH:37][C:33]([C:34](O)=[O:35])=[CH:32][CH:31]=1)([O-:29])=[O:28].C1C=CC(P(C2C=CC=CC=2)C2C=CC=CC=2)=CC=1. The catalyst is C1COCC1. The product is [C:1]([O:5][C:6]([N:8]1[CH2:12][CH:11]([O:13][C:34](=[O:35])[C:33]2[CH:32]=[CH:31][C:30]([N+:27]([O-:29])=[O:28])=[CH:38][CH:37]=2)[CH2:10][CH:9]1[C:14](=[O:26])[NH:15][C:16]1([C:21]([O:23][CH2:24][CH3:25])=[O:22])[CH2:18][CH:17]1[CH:19]=[CH2:20])=[O:7])([CH3:4])([CH3:2])[CH3:3]. The yield is 0.720. (3) The reactants are [C:1]([O:5][C:6]([NH:8][CH2:9][CH2:10][CH:11]1[CH2:16][CH2:15][NH:14][CH2:13][CH2:12]1)=[O:7])([CH3:4])([CH3:3])[CH3:2].C[Si]([N:21]=[C:22]=[O:23])(C)C. The catalyst is ClCCl. The product is [C:1]([O:5][C:6]([NH:8][CH2:9][CH2:10][CH:11]1[CH2:12][CH2:13][N:14]([C:22]([NH2:21])=[O:23])[CH2:15][CH2:16]1)=[O:7])([CH3:4])([CH3:2])[CH3:3]. The yield is 0.520. (4) The reactants are Br[CH2:2][C:3]([C:5]1[CH:10]=[C:9]([O:11][CH3:12])[CH:8]=[CH:7][C:6]=1[O:13][CH3:14])=O.[CH3:15][O:16][C:17]1[CH:18]=[C:19]([NH:29][C:30]([NH2:32])=[S:31])[CH:20]=[CH:21][C:22]=1[N:23]1[CH:27]=[C:26]([CH3:28])[N:25]=[CH:24]1. The catalyst is C(OCC)C. The product is [CH3:14][O:13][C:6]1[CH:7]=[CH:8][C:9]([O:11][CH3:12])=[CH:10][C:5]=1[C:3]1[N:32]=[C:30]([NH:29][C:19]2[CH:20]=[CH:21][C:22]([N:23]3[CH:27]=[C:26]([CH3:28])[N:25]=[CH:24]3)=[C:17]([O:16][CH3:15])[CH:18]=2)[S:31][CH:2]=1. The yield is 0.980. (5) The reactants are CN(C(ON1N=NC2C=CC=NC1=2)=[N+](C)C)C.F[P-](F)(F)(F)(F)F.[NH2:25][CH2:26][C:27]1[C:28]([F:44])=[C:29]([O:34][C:35]2[CH:36]=[C:37]([CH:40]=[C:41]([Cl:43])[CH:42]=2)[C:38]#[N:39])[C:30]([Cl:33])=[CH:31][CH:32]=1.[C:45]([NH:48][C:49]1[CH:57]=[C:56]2[C:52]([CH:53]=[C:54]([C:58](O)=[O:59])[NH:55]2)=[CH:51][CH:50]=1)(=[O:47])[CH3:46].CCN(C(C)C)C(C)C. The catalyst is CN(C=O)C.C(OCC)(=O)C.O. The product is [C:45]([NH:48][C:49]1[CH:57]=[C:56]2[C:52]([CH:53]=[C:54]([C:58]([NH:25][CH2:26][C:27]3[CH:32]=[CH:31][C:30]([Cl:33])=[C:29]([O:34][C:35]4[CH:36]=[C:37]([C:38]#[N:39])[CH:40]=[C:41]([Cl:43])[CH:42]=4)[C:28]=3[F:44])=[O:59])[NH:55]2)=[CH:51][CH:50]=1)(=[O:47])[CH3:46]. The yield is 0.310.